From a dataset of Full USPTO retrosynthesis dataset with 1.9M reactions from patents (1976-2016). Predict the reactants needed to synthesize the given product. (1) Given the product [C:18]([NH:22][C:23]([C:25]1[CH:29]=[C:28]([C:30]2[N:31]=[CH:32][C:33]([CH2:36][NH:37][C:9](=[O:10])[O:11][C:12]3[CH:17]=[CH:16][CH:15]=[CH:14][CH:13]=3)=[CH:34][CH:35]=2)[N:27]([C:38]2[CH:43]=[CH:42][CH:41]=[CH:40][CH:39]=2)[N:26]=1)=[O:24])([CH3:21])([CH3:19])[CH3:20], predict the reactants needed to synthesize it. The reactants are: C(N(CC)CC)C.Cl[C:9]([O:11][C:12]1[CH:17]=[CH:16][CH:15]=[CH:14][CH:13]=1)=[O:10].[C:18]([NH:22][C:23]([C:25]1[CH:29]=[C:28]([C:30]2[CH:35]=[CH:34][C:33]([CH2:36][NH2:37])=[CH:32][N:31]=2)[N:27]([C:38]2[CH:43]=[CH:42][CH:41]=[CH:40][CH:39]=2)[N:26]=1)=[O:24])([CH3:21])([CH3:20])[CH3:19].CO. (2) Given the product [Cl:1][C:2]1[CH:7]=[C:6]([N+:8]([O-:10])=[O:9])[CH:5]=[CH:4][C:3]=1[N:16]1[CH2:17][CH2:18][CH:14]([N:13]([CH3:19])[CH3:12])[CH2:15]1, predict the reactants needed to synthesize it. The reactants are: [Cl:1][C:2]1[CH:7]=[C:6]([N+:8]([O-:10])=[O:9])[CH:5]=[CH:4][C:3]=1F.[CH3:12][N:13]([CH3:19])[CH:14]1[CH2:18][CH2:17][NH:16][CH2:15]1.C(=O)([O-])[O-].[K+].[K+]. (3) Given the product [C:1]([N:5]1[C:9](=[O:10])[CH2:8][CH:7]([C:11]2[CH:28]=[CH:27][C:14]([CH2:15][C:16]3([C:22]([O:24][CH2:25][CH3:26])=[O:23])[CH2:20][CH2:19][C:18](=[O:21])[NH:17]3)=[CH:13][CH:12]=2)[S:6]1(=[O:30])=[O:29])([CH3:2])([CH3:3])[CH3:4], predict the reactants needed to synthesize it. The reactants are: [C:1]([N:5]1[C:9](=[O:10])[CH:8]=[C:7]([C:11]2[CH:28]=[CH:27][C:14]([CH2:15][C:16]3([C:22]([O:24][CH2:25][CH3:26])=[O:23])[CH2:20][CH2:19][C:18](=[O:21])[NH:17]3)=[CH:13][CH:12]=2)[S:6]1(=[O:30])=[O:29])([CH3:4])([CH3:3])[CH3:2].[H][H]. (4) Given the product [Cl:12][C:13]1[CH:14]=[N:15][C:16]([N:19]2[CH2:24][CH2:23][CH:22]([N:25]([CH:26]3[CH2:28][CH2:27]3)[C:39](=[O:40])[C:38]3[CH:37]=[CH:36][C:35]([N:31]4[CH:32]=[CH:33][N:34]=[C:30]4[CH3:29])=[CH:43][CH:42]=3)[CH2:21][CH2:20]2)=[N:17][CH:18]=1, predict the reactants needed to synthesize it. The reactants are: CN(C)CCCN=C=NCC.[Cl:12][C:13]1[CH:14]=[N:15][C:16]([N:19]2[CH2:24][CH2:23][CH:22]([NH:25][CH:26]3[CH2:28][CH2:27]3)[CH2:21][CH2:20]2)=[N:17][CH:18]=1.[CH3:29][C:30]1[N:31]([C:35]2[CH:43]=[CH:42][C:38]([C:39](O)=[O:40])=[CH:37][CH:36]=2)[CH:32]=[CH:33][N:34]=1.ON1C2C=CC=CC=2N=N1.C(#N)C.O.FC(F)(F)C(O)=O. (5) The reactants are: [Br:1][C:2]1[CH:7]=[C:6]([Cl:8])[C:5]([OH:9])=[C:4]([Cl:10])[CH:3]=1.O[C@@H:12]([CH2:17][C:18]1[CH:23]=[CH:22][CH:21]=[CH:20][CH:19]=1)[C:13]([O:15][CH3:16])=[O:14].C1(P(C2C=CC=CC=2)C2C=CC=CC=2)C=CC=CC=1.CCOC(/N=N/C(OCC)=O)=O. Given the product [Br:1][C:2]1[CH:7]=[C:6]([Cl:8])[C:5]([O:9][C@H:12]([CH2:17][C:18]2[CH:23]=[CH:22][CH:21]=[CH:20][CH:19]=2)[C:13]([O:15][CH3:16])=[O:14])=[C:4]([Cl:10])[CH:3]=1, predict the reactants needed to synthesize it. (6) Given the product [C:29]([Si:33]([CH3:44])([CH3:43])[O:34][CH2:35][CH2:36][N:37]1[CH:41]=[CH:40][C:39]([NH:42][C:12](=[O:13])[C@@H:11]([C:8]2[CH:9]=[CH:10][C:5]([S:2]([CH3:1])(=[O:3])=[O:4])=[C:6]([CH3:22])[CH:7]=2)[CH2:15][C@H:16]2[CH2:20][CH2:19][C:18](=[O:21])[CH2:17]2)=[N:38]1)([CH3:32])([CH3:31])[CH3:30], predict the reactants needed to synthesize it. The reactants are: [CH3:1][S:2]([C:5]1[CH:10]=[CH:9][C:8]([C@@H:11]([CH2:15][C@H:16]2[CH2:20][CH2:19][C:18](=[O:21])[CH2:17]2)[C:12](O)=[O:13])=[CH:7][C:6]=1[CH3:22])(=[O:4])=[O:3].C(Cl)(=O)C(Cl)=O.[C:29]([Si:33]([CH3:44])([CH3:43])[O:34][CH2:35][CH2:36][N:37]1[CH:41]=[CH:40][C:39]([NH2:42])=[N:38]1)([CH3:32])([CH3:31])[CH3:30].N1C(C)=CC=CC=1C.